Dataset: Retrosynthesis with 50K atom-mapped reactions and 10 reaction types from USPTO. Task: Predict the reactants needed to synthesize the given product. (1) Given the product CNC(=O)c1ccc(N2CCc3nc(OC4CCN(C(C)C)CC4)ccc3C2)cn1, predict the reactants needed to synthesize it. The reactants are: CC(C)N1CCC(Oc2ccc3c(n2)CCN(c2ccc(C(=O)O)nc2)C3)CC1.CN. (2) Given the product Oc1ccccc1OCCC[N+]12CCC(C(O)(c3ccccc3)c3ccccc3)(CC1)C2, predict the reactants needed to synthesize it. The reactants are: OC(c1ccccc1)(c1ccccc1)C12CCN(CC1)C2.Oc1ccccc1OCCCBr. (3) Given the product C1CCC(C2CCCCC23OCCO3)CC1, predict the reactants needed to synthesize it. The reactants are: O=C1CCCCC1C1CCCCC1.OCCO.